From a dataset of Full USPTO retrosynthesis dataset with 1.9M reactions from patents (1976-2016). Predict the reactants needed to synthesize the given product. Given the product [Cl:8][CH2:9][C:10]1[CH:15]=[CH:14][N:13]=[C:12]([NH:16][C:4](=[O:5])[CH:3]([O:2][CH3:1])[CH3:7])[CH:11]=1, predict the reactants needed to synthesize it. The reactants are: [CH3:1][O:2][CH:3]([CH3:7])[C:4](Cl)=[O:5].[Cl:8][CH2:9][C:10]1[CH:15]=[CH:14][N:13]=[C:12]([NH2:16])[CH:11]=1.